Dataset: Reaction yield outcomes from USPTO patents with 853,638 reactions. Task: Predict the reaction yield, written as a fraction of the theoretical maximum amount of product (1.0 means a 100% yield; for example, 0.34 means a 34% yield). (1) The reactants are C[Mg+].[Br-].[CH3:4][C:5]1[NH:6][C:7]2[C:12]([CH:13]=1)=[CH:11][CH:10]=[CH:9][CH:8]=2.[CH3:14][C:15]1[C:24]2[C:19](=[CH:20][CH:21]=[CH:22][CH:23]=2)[C:18]([C:25](Cl)=[O:26])=[CH:17][CH:16]=1. The catalyst is CCOCC.C1COCC1. The product is [CH3:4][C:5]1[NH:6][C:7]2[C:12]([C:13]=1[C:25]([C:18]1[C:19]3[C:24](=[CH:23][CH:22]=[CH:21][CH:20]=3)[C:15]([CH3:14])=[CH:16][CH:17]=1)=[O:26])=[CH:11][CH:10]=[CH:9][CH:8]=2. The yield is 0.350. (2) The reactants are [CH2:1]([O:3][C:4](=[O:15])[C:5]([OH:14])([C:10]([F:13])([F:12])[F:11])[CH2:6][C:7]([CH3:9])=[CH2:8])[CH3:2].[Cl-].[Al+3].[Cl-].[Cl-].[F:20][C:21]1[CH:26]=[CH:25][C:24]([O:27][CH3:28])=[CH:23][CH:22]=1. No catalyst specified. The product is [CH2:1]([O:3][C:4](=[O:15])[C:5]([OH:14])([C:10]([F:13])([F:12])[F:11])[CH2:6][C:7]([C:25]1[CH:26]=[C:21]([F:20])[CH:22]=[CH:23][C:24]=1[O:27][CH3:28])([CH3:9])[CH3:8])[CH3:2]. The yield is 0.710. (3) The reactants are Cl.Cl[CH2:3][C:4]1[CH:9]=[CH:8][CH:7]=[CH:6][N:5]=1.C(N(CC)CC)C.[NH2:17][C:18]1[C:27]2[C:22](=[CH:23][CH:24]=[CH:25][C:26]=2[C:28]2[CH:33]=[CH:32][CH:31]=[CH:30][CH:29]=2)[N:21]=[C:20]([C:34]2[CH:35]=[C:36]([S:40]([NH:43][C:44]([CH3:47])([CH3:46])[CH3:45])(=[O:42])=[O:41])[CH:37]=[N:38][CH:39]=2)[N:19]=1.CC(C)([O-])C.[Na+].Cl. The catalyst is ClCCl.CO.O.CC(N(C)C)=O. The product is [C:44]([NH:43][S:40]([C:36]1[CH:37]=[N:38][CH:39]=[C:34]([C:20]2[N:19]=[C:18]([NH:17][CH2:3][C:4]3[CH:9]=[CH:8][CH:7]=[CH:6][N:5]=3)[C:27]3[C:22](=[CH:23][CH:24]=[CH:25][C:26]=3[C:28]3[CH:33]=[CH:32][CH:31]=[CH:30][CH:29]=3)[N:21]=2)[CH:35]=1)(=[O:41])=[O:42])([CH3:47])([CH3:45])[CH3:46]. The yield is 0.710. (4) The reactants are [NH2:1][C:2]1[C:7]([CH3:8])=[CH:6][C:5]([OH:9])=[CH:4][C:3]=1[CH3:10].N1C=CN=C1.[CH:16]([Si:19](Cl)([CH:23]([CH3:25])[CH3:24])[CH:20]([CH3:22])[CH3:21])([CH3:18])[CH3:17]. The catalyst is C(Cl)Cl. The product is [CH3:10][C:3]1[CH:4]=[C:5]([O:9][Si:19]([CH:23]([CH3:25])[CH3:24])([CH:20]([CH3:22])[CH3:21])[CH:16]([CH3:18])[CH3:17])[CH:6]=[C:7]([CH3:8])[C:2]=1[NH2:1]. The yield is 0.790.